Dataset: Reaction yield outcomes from USPTO patents with 853,638 reactions. Task: Predict the reaction yield, written as a fraction of the theoretical maximum amount of product (1.0 means a 100% yield; for example, 0.34 means a 34% yield). (1) The reactants are [C:1]([C@H:5]1[CH2:10][CH2:9][C@H:8]([O:11][C:12]2[C:13]([C:29]3[CH:34]=[CH:33][C:32](OC(F)(F)F)=[CH:31][CH:30]=3)=[C:14]3[C:19](=[CH:20][CH:21]=2)[CH:18]=[C:17]([C@:22]2([CH3:28])[CH2:26][O:25][C:24](=[O:27])[NH:23]2)[CH:16]=[CH:15]3)[CH2:7][CH2:6]1)([CH3:4])([CH3:3])[CH3:2].[Cl:40]C1C=C(B(O)O)C=CC=1. No catalyst specified. The product is [C:1]([C@H:5]1[CH2:10][CH2:9][C@H:8]([O:11][C:12]2[C:13]([C:29]3[CH:34]=[CH:33][CH:32]=[C:31]([Cl:40])[CH:30]=3)=[C:14]3[C:19](=[CH:20][CH:21]=2)[CH:18]=[C:17]([C@:22]2([CH3:28])[CH2:26][O:25][C:24](=[O:27])[NH:23]2)[CH:16]=[CH:15]3)[CH2:7][CH2:6]1)([CH3:4])([CH3:3])[CH3:2]. The yield is 0.690. (2) The reactants are C(OC([N:8]1[CH2:11][CH:10]([CH2:12][O:13][C:14]2[CH:19]=[CH:18][CH:17]=[CH:16][C:15]=2[C:20]([N:22]2[CH2:36][C:25]3=[C:26]4[N:31]([N:32]=[C:24]3[CH2:23]2)[C:30]([CH3:33])=[C:29]([Cl:34])[C:28]([CH3:35])=[N:27]4)=[O:21])[CH2:9]1)=O)(C)(C)C. The catalyst is C(O)(C(F)(F)F)=O.C(Cl)Cl. The product is [ClH:34].[NH:8]1[CH2:9][CH:10]([CH2:12][O:13][C:14]2[CH:19]=[CH:18][CH:17]=[CH:16][C:15]=2[C:20]([N:22]2[CH2:36][C:25]3=[C:26]4[N:31]([N:32]=[C:24]3[CH2:23]2)[C:30]([CH3:33])=[C:29]([Cl:34])[C:28]([CH3:35])=[N:27]4)=[O:21])[CH2:11]1. The yield is 0.0100.